From a dataset of Forward reaction prediction with 1.9M reactions from USPTO patents (1976-2016). Predict the product of the given reaction. (1) The product is: [Cl:1][C:2]1[C:10]2[C:5](=[CH:6][C:7]([NH2:11])=[CH:8][CH:9]=2)[N:4]([CH2:14][CH2:15][N:16]2[CH2:17][CH2:18][CH2:19][CH2:20]2)[N:3]=1. Given the reactants [Cl:1][C:2]1[C:10]2[C:5](=[CH:6][C:7]([N+:11]([O-])=O)=[CH:8][CH:9]=2)[N:4]([CH2:14][CH2:15][N:16]2[CH2:20][CH2:19][CH2:18][CH2:17]2)[N:3]=1.[Cl-].[NH4+], predict the reaction product. (2) Given the reactants [OH:1][N:2]=[C:3]([NH2:10])[C:4]1[CH:9]=[CH:8][CH:7]=[N:6][CH:5]=1.[F:11][C:12]1[CH:20]=[CH:19][C:15]([C:16](O)=O)=[CH:14][CH:13]=1.N, predict the reaction product. The product is: [F:11][C:12]1[CH:20]=[CH:19][C:15]([C:16]2[O:1][N:2]=[C:3]([C:4]3[CH:5]=[N:6][CH:7]=[CH:8][CH:9]=3)[N:10]=2)=[CH:14][CH:13]=1. (3) Given the reactants [Cl-].O[NH3+:3].[C:4](=[O:7])([O-])[OH:5].[Na+].CS(C)=O.[CH2:13]([C:17]1[N:18]=[C:19]([CH3:47])[N:20]([C:41]2[CH:46]=[CH:45][CH:44]=[CH:43][CH:42]=2)[C:21](=[O:40])[C:22]=1[CH2:23][C:24]1[C:29]([F:30])=[CH:28][C:27]([C:31]2[C:32]([C:37]#[N:38])=[CH:33][CH:34]=[CH:35][CH:36]=2)=[CH:26][C:25]=1[F:39])[CH2:14][CH2:15][CH3:16], predict the reaction product. The product is: [CH2:13]([C:17]1[N:18]=[C:19]([CH3:47])[N:20]([C:41]2[CH:46]=[CH:45][CH:44]=[CH:43][CH:42]=2)[C:21](=[O:40])[C:22]=1[CH2:23][C:24]1[C:25]([F:39])=[CH:26][C:27]([C:31]2[CH:36]=[CH:35][CH:34]=[CH:33][C:32]=2[C:37]2[NH:3][C:4](=[O:7])[O:5][N:38]=2)=[CH:28][C:29]=1[F:30])[CH2:14][CH2:15][CH3:16].